From a dataset of HIV replication inhibition screening data with 41,000+ compounds from the AIDS Antiviral Screen. Binary Classification. Given a drug SMILES string, predict its activity (active/inactive) in a high-throughput screening assay against a specified biological target. The molecule is COc1ccc(C=C2SC(c3ccc(Cl)cc3)N(NC(=O)CCCCCCCCC(=O)NN3C(=O)C(=Cc4ccc(OC)c(OC)c4)SC3c3ccc(Cl)cc3)C2=O)cc1OC. The result is 1 (active).